Dataset: Forward reaction prediction with 1.9M reactions from USPTO patents (1976-2016). Task: Predict the product of the given reaction. (1) Given the reactants [CH3:1][N:2]1[CH:7]=[C:6](B2OC(C)(C)C(C)(C)O2)[CH:5]=[C:4]([NH:17][C:18]2[CH:23]=[CH:22][CH:21]=[CH:20][N:19]=2)[C:3]1=[O:24].Cl[C:26]1[CH:31]=[CH:30][N:29]=[C:28]([N:32]2[C:44](=[O:45])[C:43]3[S:42][C:41]4[CH2:40][CH2:39][CH2:38][CH2:37][C:36]=4[C:35]=3[CH:34]=[N:33]2)[C:27]=1[CH:46]=[O:47].[O-]P([O-])([O-])=O.[K+].[K+].[K+].C([O-])(=O)C.[Na+], predict the reaction product. The product is: [CH3:1][N:2]1[C:3](=[O:24])[C:4]([NH:17][C:18]2[CH:23]=[CH:22][CH:21]=[CH:20][N:19]=2)=[CH:5][C:6]([C:26]2[CH:31]=[CH:30][N:29]=[C:28]([N:32]3[C:44](=[O:45])[C:43]4[S:42][C:41]5[CH2:40][CH2:39][CH2:38][CH2:37][C:36]=5[C:35]=4[CH:34]=[N:33]3)[C:27]=2[CH:46]=[O:47])=[CH:7]1. (2) Given the reactants [C:1]([O:5][C:6]([N:8]1[CH2:14][CH2:13][CH2:12][N:11]([C:15]2[N:20]=[C:19]3[NH:21][C:22]([C:24]([C:26]4[CH:31]=[CH:30][N:29]=[C:28](Br)[CH:27]=4)=[O:25])=[N:23][C:18]3=[CH:17][CH:16]=2)[CH2:10][CH2:9]1)=[O:7])([CH3:4])([CH3:3])[CH3:2].[CH2:33]1[C:42]2[C:37](=[CH:38][CH:39]=[CH:40][CH:41]=2)[CH:36]=[CH:35][N:34]1B(O)O.[O-]P([O-])([O-])=O.[K+].[K+].[K+].O1CCOCC1, predict the reaction product. The product is: [C:1]([O:5][C:6]([N:8]1[CH2:14][CH2:13][CH2:12][N:11]([C:15]2[N:20]=[C:19]3[NH:21][C:22]([C:24]([C:26]4[CH:31]=[CH:30][N:29]=[C:28]([C:36]5[C:37]6[C:42](=[CH:41][CH:40]=[CH:39][CH:38]=6)[CH:33]=[N:34][CH:35]=5)[CH:27]=4)=[O:25])=[N:23][C:18]3=[CH:17][CH:16]=2)[CH2:10][CH2:9]1)=[O:7])([CH3:4])([CH3:3])[CH3:2]. (3) Given the reactants NC1C([O:12][C:13]([F:16])([F:15])[F:14])=CC=CC=1C(OC)=O.[CH:17]([O:20][C:21]([N:23]1[CH2:29][CH2:28][CH2:27][CH:26]([N:30]([C:46](=[O:48])[CH3:47])[CH2:31][C:32]2[CH:37]=[C:36]([C:38]([F:41])([F:40])[F:39])[CH:35]=[C:34]([C:42]([F:45])([F:44])[F:43])[CH:33]=2)[C:25]2[CH:49]=[CH:50][CH:51]=[CH:52][C:24]1=2)=[O:22])([CH3:19])[CH3:18], predict the reaction product. The product is: [C:46]([N:30]([CH2:31][C:32]1[CH:37]=[C:36]([C:38]([F:39])([F:40])[F:41])[CH:35]=[C:34]([C:42]([F:43])([F:44])[F:45])[CH:33]=1)[CH:26]1[CH2:27][CH2:28][CH2:29][N:23]([C:21]([O:20][CH:17]([CH3:19])[CH3:18])=[O:22])[C:24]2[C:52]([O:12][C:13]([F:16])([F:15])[F:14])=[CH:51][CH:50]=[CH:49][C:25]1=2)(=[O:48])[CH3:47]. (4) Given the reactants I[C:2]1[CH:3]=[CH:4][C:5]([O:10][CH2:11][CH2:12][N:13]2[CH2:17][CH2:16][CH2:15][CH2:14]2)=[C:6]([CH:9]=1)[C:7]#[N:8].[Cl:18][C:19]1[CH:24]=[CH:23][C:22]([C:25]2[CH:26]=[CH:27][C:28]([C:31]#[CH:32])=[N:29][CH:30]=2)=[CH:21][CH:20]=1, predict the reaction product. The product is: [Cl:18][C:19]1[CH:20]=[CH:21][C:22]([C:25]2[CH:26]=[CH:27][C:28]([C:31]#[C:32][C:2]3[CH:3]=[CH:4][C:5]([O:10][CH2:11][CH2:12][N:13]4[CH2:17][CH2:16][CH2:15][CH2:14]4)=[C:6]([CH:9]=3)[C:7]#[N:8])=[N:29][CH:30]=2)=[CH:23][CH:24]=1. (5) Given the reactants FC(F)(F)C(O)=[O:4].[CH2:8]([N:15]1[CH2:23][CH2:22][CH2:21][C:17]2([CH2:20][NH:19][CH2:18]2)[CH2:16]1)[C:9]1[CH:14]=[CH:13][CH:12]=[CH:11][CH:10]=1.CC1C=CC(S(O[C:35]2[C:36]3[CH2:46][CH2:45][CH2:44][C:43]4[CH:47]=[CH:48][CH:49]=[CH:50][C:42]=4[C:37]=3[N:38]=[C:39]([NH2:41])[N:40]=2)(=O)=O)=CC=1.C(N(CC)C(C)C)(C)C, predict the reaction product. The product is: [OH-:4].[NH4+:15].[CH2:8]([N:15]1[CH2:23][CH2:22][CH2:21][C:17]2([CH2:20][N:19]([C:35]3[C:36]4[CH2:46][CH2:45][CH2:44][C:43]5[CH:47]=[CH:48][CH:49]=[CH:50][C:42]=5[C:37]=4[N:38]=[C:39]([NH2:41])[N:40]=3)[CH2:18]2)[CH2:16]1)[C:9]1[CH:10]=[CH:11][CH:12]=[CH:13][CH:14]=1. (6) Given the reactants [NH2:1][C:2]1[CH:7]=[C:6]([N+:8]([O-:10])=[O:9])[CH:5]=[CH:4][C:3]=1[CH:11]=[CH:12][C:13]([O:15][CH3:16])=[O:14].[Cl:17][C:18]1[CH:28]=[C:27]([F:29])[C:26]([F:30])=[CH:25][C:19]=1[C:20]([N:22]=[C:23]=[O:24])=[O:21], predict the reaction product. The product is: [Cl:17][C:18]1[CH:28]=[C:27]([F:29])[C:26]([F:30])=[CH:25][C:19]=1[C:20]([NH:22][C:23](=[O:24])[NH:1][C:2]1[CH:7]=[C:6]([N+:8]([O-:10])=[O:9])[CH:5]=[CH:4][C:3]=1[CH:11]=[CH:12][C:13]([O:15][CH3:16])=[O:14])=[O:21]. (7) Given the reactants [Cl:1][C:2]1[C:10]([Cl:11])=[CH:9][CH:8]=[C:7]2[C:3]=1[CH:4]([OH:22])[N:5]([C:13]([CH3:21])([C:15]1[CH:20]=[CH:19][CH:18]=[CH:17][CH:16]=1)[CH3:14])[C:6]2=[O:12].CN(CCN(C)C)C.[I:31]I, predict the reaction product. The product is: [OH:22][CH:4]1[C:3]2[C:7](=[C:8]([I:31])[CH:9]=[C:10]([Cl:11])[C:2]=2[Cl:1])[C:6](=[O:12])[N:5]1[C:13]([CH3:14])([C:15]1[CH:16]=[CH:17][CH:18]=[CH:19][CH:20]=1)[CH3:21]. (8) Given the reactants [C:1]([O:5][C:6]([CH:8]1[CH2:13][CH2:12][CH:11]([NH:14]C(OCC2C=CC=CC=2)=O)[CH2:10][CH2:9]1)=[O:7])([CH3:4])([CH3:3])[CH3:2].[H][H], predict the reaction product. The product is: [C:1]([O:5][C:6]([CH:8]1[CH2:9][CH2:10][CH:11]([NH2:14])[CH2:12][CH2:13]1)=[O:7])([CH3:4])([CH3:2])[CH3:3]. (9) Given the reactants Cl.Cl.[N:3]1([NH:9][C:10]([C:12]2[CH:13]=[N:14][C:15]([C:18]3[CH:23]=[CH:22][CH:21]=[CH:20][CH:19]=3)=[N:16][CH:17]=2)=[O:11])[CH2:8][CH2:7][NH:6][CH2:5][CH2:4]1.Br[CH2:25][C:26]#[N:27].C([O-])([O-])=O.[Na+].[Na+], predict the reaction product. The product is: [C:26]([CH2:25][N:6]1[CH2:5][CH2:4][N:3]([NH:9][C:10]([C:12]2[CH:17]=[N:16][C:15]([C:18]3[CH:19]=[CH:20][CH:21]=[CH:22][CH:23]=3)=[N:14][CH:13]=2)=[O:11])[CH2:8][CH2:7]1)#[N:27]. (10) Given the reactants [F:1][C:2]1[CH:9]=[C:8]([N:10]2[CH2:15][CH2:14][O:13][CH2:12][CH2:11]2)[CH:7]=[CH:6][C:3]=1[CH:4]=O.[CH3:16][C@H:17]1[CH2:22][NH:21][CH2:20][CH2:19][N:18]1[C:23]([O:25][C:26]([CH3:29])([CH3:28])[CH3:27])=[O:24].ClCCCl.C(O[BH-](OC(=O)C)OC(=O)C)(=O)C.[Na+], predict the reaction product. The product is: [F:1][C:2]1[CH:9]=[C:8]([N:10]2[CH2:15][CH2:14][O:13][CH2:12][CH2:11]2)[CH:7]=[CH:6][C:3]=1[CH2:4][N:21]1[CH2:20][CH2:19][N:18]([C:23]([O:25][C:26]([CH3:29])([CH3:28])[CH3:27])=[O:24])[C@@H:17]([CH3:16])[CH2:22]1.